This data is from Catalyst prediction with 721,799 reactions and 888 catalyst types from USPTO. The task is: Predict which catalyst facilitates the given reaction. (1) Reactant: C([NH:8][C@@H:9]1[CH2:15][CH2:14][C@@H:13]2[N:16](CC3C=CC=CC=3)[C@@:10]1([C:30]1[CH:35]=[CH:34][CH:33]=[CH:32][CH:31]=1)[CH2:11][C@H:12]2[C:24]1[N:28]([CH3:29])[N:27]=[N:26][N:25]=1)C1C=CC=CC=1.C1CC=CCC=1. Product: [NH2:8][C@@H:9]1[CH2:15][CH2:14][C@@H:13]2[NH:16][C@@:10]1([C:30]1[CH:35]=[CH:34][CH:33]=[CH:32][CH:31]=1)[CH2:11][C@H:12]2[C:24]1[N:28]([CH3:29])[N:27]=[N:26][N:25]=1. The catalyst class is: 29. (2) The catalyst class is: 6. Product: [NH2:56][C@H:18]1[C@@H:17]([N:14]2[CH2:15][CH2:16][C@H:12]([NH:11][C:9]([O:8][CH2:1][C:2]3[CH:3]=[CH:4][CH:5]=[CH:6][CH:7]=3)=[O:10])[C:13]2=[O:34])[CH2:22][CH2:21][C@@H:20]([NH:23][C:24](=[O:25])[O:26][C:27]([CH3:30])([CH3:28])[CH3:29])[CH2:19]1. Reactant: [CH2:1]([O:8][C:9]([NH:11][C@H:12]1[CH2:16][CH2:15][N:14]([C@H:17]2[CH2:22][CH2:21][C@@H:20]([NH:23][C:24]([O:26][C:27]([CH3:30])([CH3:29])[CH3:28])=[O:25])[CH2:19][C@H:18]2C(N)=O)[C:13]1=[O:34])=[O:10])[C:2]1[CH:7]=[CH:6][CH:5]=[CH:4][CH:3]=1.C(O)(=O)C.C(O)(=O)C.IC1C=CC=CC=1.C(O)(=O)C.CC#[N:56]. (3) Reactant: [NH2:1][C:2]1[C:3]([OH:12])=[C:4]([CH:9]=[CH:10][CH:11]=1)[C:5]([O:7][CH3:8])=[O:6].N1C=CC=CC=1.[N:19]1[CH:24]=[CH:23][CH:22]=[CH:21][C:20]=1[C:25]1[CH:26]=[C:27]([CH:31]=[CH:32][CH:33]=1)[C:28](Cl)=[O:29]. Product: [OH:12][C:3]1[C:2]([NH:1][C:28](=[O:29])[C:27]2[CH:31]=[CH:32][CH:33]=[C:25]([C:20]3[CH:21]=[CH:22][CH:23]=[CH:24][N:19]=3)[CH:26]=2)=[CH:11][CH:10]=[CH:9][C:4]=1[C:5]([O:7][CH3:8])=[O:6]. The catalyst class is: 11. (4) Reactant: [F:1][C:2]1[CH:3]=[C:4]2[N:10]=[CH:9][N:8]([CH2:11][C:12]3[CH:23]=[CH:22][C:15]4[N:16]=[C:17](S(C)=O)[O:18][C:14]=4[CH:13]=3)[C:5]2=[N:6][CH:7]=1.[NH2:24][C@@H:25]1[CH2:30][CH2:29][CH2:28][CH2:27][C@H:26]1[OH:31].CCN(C(C)C)C(C)C.O. The catalyst class is: 44. Product: [F:1][C:2]1[CH:3]=[C:4]2[N:10]=[CH:9][N:8]([CH2:11][C:12]3[CH:23]=[CH:22][C:15]4[N:16]=[C:17]([NH:24][C@@H:25]5[CH2:30][CH2:29][CH2:28][CH2:27][C@H:26]5[OH:31])[O:18][C:14]=4[CH:13]=3)[C:5]2=[N:6][CH:7]=1. (5) Reactant: [O:1]1[CH:5]=[CH:4][CH:3]=[C:2]1[C:6]1[N:10]([C:11]2[CH:12]=[C:13]([CH2:17][NH2:18])[CH:14]=[CH:15][CH:16]=2)[N:9]=[C:8]([C:19]([F:22])([F:21])[F:20])[CH:7]=1.C(N(CC)CC)C.[C:30](O[C:30]([O:32][C:33]([CH3:36])([CH3:35])[CH3:34])=[O:31])([O:32][C:33]([CH3:36])([CH3:35])[CH3:34])=[O:31]. Product: [O:1]1[CH:5]=[CH:4][CH:3]=[C:2]1[C:6]1[N:10]([C:11]2[CH:12]=[C:13]([CH:14]=[CH:15][CH:16]=2)[CH2:17][NH:18][C:30](=[O:31])[O:32][C:33]([CH3:36])([CH3:35])[CH3:34])[N:9]=[C:8]([C:19]([F:20])([F:22])[F:21])[CH:7]=1. The catalyst class is: 2. (6) Reactant: [C:1]1([C:15]2[CH:20]=[CH:19][CH:18]=[CH:17][CH:16]=2)[CH:6]=[CH:5][C:4]([CH2:7][C@H:8]2[NH:12][C:11](=[O:13])[C@H:10]([CH3:14])[CH2:9]2)=[CH:3][CH:2]=1.[C:21]([O:25][C:26](O[C:26]([O:25][C:21]([CH3:24])([CH3:23])[CH3:22])=[O:27])=[O:27])([CH3:24])([CH3:23])[CH3:22].C(N(CC)CC)C.CC1C=CN=C(N)C=1C. Product: [C:21]([O:25][C:26]([N:12]1[C@H:8]([CH2:7][C:4]2[CH:3]=[CH:2][C:1]([C:15]3[CH:16]=[CH:17][CH:18]=[CH:19][CH:20]=3)=[CH:6][CH:5]=2)[CH2:9][C@@H:10]([CH3:14])[C:11]1=[O:13])=[O:27])([CH3:24])([CH3:23])[CH3:22]. The catalyst class is: 84. (7) Product: [CH3:24][C:2]1([CH3:1])[O:6][C@H:5]2[C@H:7]([N:15]3[CH:23]=[N:22][C:21]4[C:16]3=[N:17][CH:18]=[N:19][CH:20]=4)[O:8][C@H:9]([CH2:10][N:11]([CH:12]([CH3:14])[CH3:13])[CH2:26][CH2:27][CH2:28][CH2:29][C:30]([O:32][CH2:33][CH3:34])=[O:31])[C@H:4]2[O:3]1. Reactant: [CH3:1][C:2]1([CH3:24])[O:6][C@H:5]2[C@H:7]([N:15]3[CH:23]=[N:22][C:21]4[C:16]3=[N:17][CH:18]=[N:19][CH:20]=4)[O:8][C@H:9]([CH2:10][NH:11][CH:12]([CH3:14])[CH3:13])[C@H:4]2[O:3]1.O=[CH:26][CH2:27][CH2:28][CH2:29][C:30]([O:32][CH2:33][CH3:34])=[O:31].[BH-](OC(C)=O)(OC(C)=O)OC(C)=O.[Na+]. The catalyst class is: 26.